This data is from Forward reaction prediction with 1.9M reactions from USPTO patents (1976-2016). The task is: Predict the product of the given reaction. (1) The product is: [Br:10][C:8]1[CH:9]=[C:4]2[C:5](=[C:6]([Br:11])[CH:7]=1)[NH:12][C:13](=[O:27])[C:14]([C:16]1[CH:21]=[CH:20][C:19]([O:22][CH3:23])=[C:18]([N+:24]([O-:26])=[O:25])[CH:17]=1)([CH3:15])[C:3]2=[O:2]. Given the reactants C[O:2][C:3](=O)[C:4]1[CH:9]=[C:8]([Br:10])[CH:7]=[C:6]([Br:11])[C:5]=1[NH:12][C:13](=[O:27])[CH:14]([C:16]1[CH:21]=[CH:20][C:19]([O:22][CH3:23])=[C:18]([N+:24]([O-:26])=[O:25])[CH:17]=1)[CH3:15].[Li+].C[Si]([N-][Si](C)(C)C)(C)C.CCCCCC, predict the reaction product. (2) Given the reactants CO[C:3]([CH:5]1[C:13]2[C:8](=[CH:9][CH:10]=[C:11]([C:14]3([CH3:19])[O:18]CCO3)[CH:12]=2)[N:7]([CH2:20][CH3:21])[C:6]1=[O:22])=[O:4].[NH2:23][C:24]1[CH:25]=[C:26]([CH:37]=[CH:38][CH:39]=1)[C:27]([NH:29][C:30]1[CH:35]=[CH:34][C:33]([CH3:36])=[CH:32][CH:31]=1)=[O:28], predict the reaction product. The product is: [C:33]1([CH3:36])[CH:32]=[CH:31][C:30]([NH:29][C:27]([C:26]2[CH:25]=[C:24]([NH:23][C:3]([CH:5]3[C:13]4[C:8](=[CH:9][CH:10]=[C:11]([C:14](=[O:18])[CH3:19])[CH:12]=4)[N:7]([CH2:20][CH3:21])[C:6]3=[O:22])=[O:4])[CH:39]=[CH:38][CH:37]=2)=[O:28])=[CH:35][CH:34]=1.